From a dataset of Forward reaction prediction with 1.9M reactions from USPTO patents (1976-2016). Predict the product of the given reaction. (1) Given the reactants Br[C:2]1[CH:8]=[C:7]([F:9])[C:5]([NH2:6])=[C:4]([Cl:10])[CH:3]=1.[Cl:11][C:12]1[CH:13]=[C:14](B(O)O)[CH:15]=[C:16]([O:18][CH3:19])[CH:17]=1, predict the reaction product. The product is: [Cl:10][C:4]1[CH:3]=[C:2]([C:14]2[CH:15]=[C:16]([O:18][CH3:19])[CH:17]=[C:12]([Cl:11])[CH:13]=2)[CH:8]=[C:7]([F:9])[C:5]=1[NH2:6]. (2) Given the reactants [CH3:1][C@H:2]1[CH2:7][N:6]([S:8]([C:11]2[CH:16]=[C:15]([C:17]([F:20])([F:19])[F:18])[CH:14]=[CH:13][C:12]=2[CH3:21])(=[O:10])=[O:9])[CH2:5][CH2:4][N:3]1C(OC(C)(C)C)=O.Cl, predict the reaction product. The product is: [CH3:1][C@@H:2]1[NH:3][CH2:4][CH2:5][N:6]([S:8]([C:11]2[CH:16]=[C:15]([C:17]([F:20])([F:18])[F:19])[CH:14]=[CH:13][C:12]=2[CH3:21])(=[O:9])=[O:10])[CH2:7]1. (3) Given the reactants [F:1][C:2](Br)([F:14])[C:3]1[C:8]([F:9])=[C:7]([F:10])[C:6]([F:11])=[C:5]([F:12])[C:4]=1[F:13].[P:16]([O:23]CC)([O:20][CH2:21][CH3:22])[O:17][CH2:18][CH3:19], predict the reaction product. The product is: [F:1][C:2]([F:14])([P:16](=[O:23])([O:20][CH2:21][CH3:22])[O:17][CH2:18][CH3:19])[C:3]1[C:8]([F:9])=[C:7]([F:10])[C:6]([F:11])=[C:5]([F:12])[C:4]=1[F:13]. (4) Given the reactants Cl[C:2]1[N:24]=[CH:23][C:22]([Cl:25])=[CH:21][C:3]=1[C:4]([NH:6][C:7](=[NH:20])[CH2:8][O:9][CH2:10][CH2:11][C:12]1[CH:17]=[CH:16][C:15]([F:18])=[C:14]([Cl:19])[CH:13]=1)=[O:5].CC([O-])(C)C.[K+], predict the reaction product. The product is: [Cl:25][C:22]1[CH:23]=[N:24][C:2]2[N:20]=[C:7]([CH2:8][O:9][CH2:10][CH2:11][C:12]3[CH:17]=[CH:16][C:15]([F:18])=[C:14]([Cl:19])[CH:13]=3)[NH:6][C:4](=[O:5])[C:3]=2[CH:21]=1. (5) Given the reactants [C:1]([O:5][C:6]([N:8]1[CH2:17][CH2:16][C:15]2[C:10](=[CH:11][C:12]([OH:18])=[CH:13][CH:14]=2)[CH2:9]1)=[O:7])([CH3:4])([CH3:3])[CH3:2].[H-].[Na+].[CH3:21][S:22][CH2:23]Cl.O, predict the reaction product. The product is: [C:1]([O:5][C:6]([N:8]1[CH2:17][CH2:16][C:15]2[C:10](=[CH:11][C:12]([O:18][CH2:21][S:22][CH3:23])=[CH:13][CH:14]=2)[CH2:9]1)=[O:7])([CH3:4])([CH3:2])[CH3:3]. (6) Given the reactants O1[CH:5]=[CH:4][CH:3]=[C:2]1[C:6]1[C:14]2[C:13]([NH:15][CH3:16])=[N:12][CH:11]=[N:10][C:9]=2[N:8]([C@@H:17]2[O:23][C@H:22]([CH2:24][OH:25])[C@@H:20]([OH:21])[C@H:18]2[OH:19])[CH:7]=1.IC1C2C(NC)=NC=NC=2N([C@@H]2O[C@H](CO)[C@@H](O)[C@H]2O)C=1.[S:47]1C=CC=C1B(O)O, predict the reaction product. The product is: [CH3:16][NH:15][C:13]1[C:14]2[C:6]([C:2]3[S:47][CH:5]=[CH:4][CH:3]=3)=[CH:7][N:8]([C@@H:17]3[O:23][C@H:22]([CH2:24][OH:25])[C@@H:20]([OH:21])[C@H:18]3[OH:19])[C:9]=2[N:10]=[CH:11][N:12]=1. (7) The product is: [Br:1][C:2]1[C:6]2[N:7]([CH2:13][C:14]3[CH:15]=[CH:16][C:17]([C:20]([F:23])([F:22])[F:21])=[CH:18][CH:19]=3)[CH:8]=[CH:9][C:5]=2[S:4][CH:3]=1. Given the reactants [Br:1][C:2]1[C:6]2[N:7]([CH2:13][C:14]3[CH:19]=[CH:18][C:17]([C:20]([F:23])([F:22])[F:21])=[CH:16][CH:15]=3)[C:8](C(O)=O)=[CH:9][C:5]=2[S:4][CH:3]=1.Cl, predict the reaction product. (8) Given the reactants [Br:1][C:2]1[CH:7]=[CH:6][C:5]([CH2:8]Br)=[CH:4][CH:3]=1.C(N(CC)CC)C.[CH:17]12[NH:24][CH:21]([CH2:22][CH2:23]1)[CH2:20][C:19](=[O:25])[CH2:18]2, predict the reaction product. The product is: [Br:1][C:2]1[CH:7]=[CH:6][C:5]([CH2:8][N:24]2[CH:17]3[CH2:23][CH2:22][CH:21]2[CH2:20][C:19](=[O:25])[CH2:18]3)=[CH:4][CH:3]=1. (9) Given the reactants C(OC(=O)[NH:7][CH2:8][C:9](=[O:18])[NH:10][CH2:11][C:12]1[CH:13]=[N:14][CH:15]=[CH:16][CH:17]=1)(C)(C)C, predict the reaction product. The product is: [NH2:7][CH2:8][C:9]([NH:10][CH2:11][C:12]1[CH:13]=[N:14][CH:15]=[CH:16][CH:17]=1)=[O:18].